Task: Predict the reactants needed to synthesize the given product.. Dataset: Full USPTO retrosynthesis dataset with 1.9M reactions from patents (1976-2016) (1) The reactants are: N[C:2]1[CH:3]=[C:4](C=CC=1)[CH2:5][N:6]1[N:11]=[C:10]([C:12]2[CH:17]=[CH:16][C:15]([Cl:18])=[CH:14][CH:13]=2)[CH2:9][S:8][C:7]1=[O:19].C([N:26]([CH:29]([CH3:31])[CH3:30])[CH2:27]C)(C)C.[CH2:32]([N:34]([CH2:39][CH3:40])[CH2:35][CH2:36][CH2:37][OH:38])[CH3:33].Cl.[OH-:42].[Na+]. Given the product [CH2:32]([N:34]([CH2:39][CH3:40])[CH2:35][CH2:36][CH2:37][O:38][C:27](=[O:42])[NH:26][C:29]1[CH:30]=[CH:2][CH:3]=[C:4]([CH2:5][N:6]2[N:11]=[C:10]([C:12]3[CH:17]=[CH:16][C:15]([Cl:18])=[CH:14][CH:13]=3)[CH2:9][S:8][C:7]2=[O:19])[CH:31]=1)[CH3:33], predict the reactants needed to synthesize it. (2) Given the product [CH3:31][O:30][C:26]1[N:25]([CH3:32])[N:24]=[C:23]([C:20]2[CH:21]=[CH:22][C:17]([O:16][CH2:15][C:3]3[C:4]([N:8]4[C:12](=[O:13])[N:11]([CH3:14])[N:10]=[N:9]4)=[CH:5][CH:6]=[CH:7][C:2]=3[CH3:1])=[C:18]([CH3:33])[CH:19]=2)[C:27]=1[CH:28]=[N:35][OH:36], predict the reactants needed to synthesize it. The reactants are: [CH3:1][C:2]1[C:3]([CH2:15][O:16][C:17]2[CH:22]=[CH:21][C:20]([C:23]3[C:27]([CH:28]=O)=[C:26]([O:30][CH3:31])[N:25]([CH3:32])[N:24]=3)=[CH:19][C:18]=2[CH3:33])=[C:4]([N:8]2[C:12](=[O:13])[N:11]([CH3:14])[N:10]=[N:9]2)[CH:5]=[CH:6][CH:7]=1.Cl.[NH2:35][OH:36].N1C=CC=CC=1. (3) Given the product [CH2:15]([N:4]([CH2:1][CH:2]=[CH2:3])[S:5]([C:8]1[CH:9]=[N:10][CH:11]=[CH:12][C:13]=1[NH:14][S:31]([C:27]1[CH:28]=[CH:29][CH:30]=[C:25]([Br:24])[CH:26]=1)(=[O:33])=[O:32])(=[O:7])=[O:6])[CH:16]=[CH2:17], predict the reactants needed to synthesize it. The reactants are: [CH2:1]([N:4]([CH2:15][CH:16]=[CH2:17])[S:5]([C:8]1[CH:9]=[N:10][CH:11]=[CH:12][C:13]=1[NH2:14])(=[O:7])=[O:6])[CH:2]=[CH2:3].C(=O)([O-])[O-].[Cs+].[Cs+].[Br:24][C:25]1[CH:26]=[C:27]([S:31](Cl)(=[O:33])=[O:32])[CH:28]=[CH:29][CH:30]=1.Cl. (4) Given the product [F:1][C:2]1[C:7]([F:8])=[CH:6][CH:5]=[CH:4][C:3]=1[C:9]1[N:17]=[C:12]2[CH:13]=[N:14][N:15]([CH2:19][C:20]3[O:24][N:23]=[C:22]([C:25]4[CH:30]=[CH:29][C:28]([O:31][CH2:32][CH3:33])=[CH:27][CH:26]=4)[CH:21]=3)[CH:16]=[C:11]2[N:10]=1, predict the reactants needed to synthesize it. The reactants are: [F:1][C:2]1[C:7]([F:8])=[CH:6][CH:5]=[CH:4][C:3]=1[C:9]1[N:17]=[C:12]2[CH:13]=[N:14][NH:15][CH:16]=[C:11]2[N:10]=1.Cl[CH2:19][C:20]1[O:24][N:23]=[C:22]([C:25]2[CH:30]=[CH:29][C:28]([O:31][CH2:32][CH3:33])=[CH:27][CH:26]=2)[CH:21]=1. (5) The reactants are: [NH2:1][C:2]1[N:7]=[C:6]([S:8]([NH:11][C:12]([C:14]2[C:15](Cl)=[N:16][C:17]([C:20]3[CH:25]=[C:24]([O:26][CH2:27][CH:28]([CH3:30])[CH3:29])[CH:23]=[C:22]([F:31])[CH:21]=3)=[CH:18][CH:19]=2)=[O:13])(=[O:10])=[O:9])[CH:5]=[CH:4][CH:3]=1.[I:33][C:34]1[CH:39]=[C:38]([CH3:40])[C:37]([OH:41])=[C:36]([CH3:42])[CH:35]=1.[H-].[Na+]. Given the product [NH2:1][C:2]1[N:7]=[C:6]([S:8]([NH:11][C:12]([C:14]2[C:15]([O:41][C:37]3[C:38]([CH3:40])=[CH:39][C:34]([I:33])=[CH:35][C:36]=3[CH3:42])=[N:16][C:17]([C:20]3[CH:25]=[C:24]([O:26][CH2:27][CH:28]([CH3:30])[CH3:29])[CH:23]=[C:22]([F:31])[CH:21]=3)=[CH:18][CH:19]=2)=[O:13])(=[O:10])=[O:9])[CH:5]=[CH:4][CH:3]=1, predict the reactants needed to synthesize it. (6) Given the product [ClH:39].[CH:1]1([C:4]2[N:8]([C:9]3[CH:10]=[CH:11][C:12]([NH:15][C:16](=[O:24])[CH2:17][C:18]4[CH:23]=[CH:22][CH:21]=[CH:20][N:19]=4)=[CH:13][CH:14]=3)[N:7]=[C:6]([C:25]([F:26])([F:27])[F:28])[CH:5]=2)[CH2:3][CH2:2]1, predict the reactants needed to synthesize it. The reactants are: [CH:1]1([C:4]2[N:8]([C:9]3[CH:14]=[CH:13][C:12]([NH:15][C:16](=[O:24])[CH2:17][C:18]4[CH:23]=[CH:22][CH:21]=[CH:20][N:19]=4)=[CH:11][CH:10]=3)[N:7]=[C:6]([C:25]([F:28])([F:27])[F:26])[CH:5]=2)[CH2:3][CH2:2]1.N1C=CC=CC=1CC(O)=O.[ClH:39].